From a dataset of CYP3A4 inhibition data for predicting drug metabolism from PubChem BioAssay. Regression/Classification. Given a drug SMILES string, predict its absorption, distribution, metabolism, or excretion properties. Task type varies by dataset: regression for continuous measurements (e.g., permeability, clearance, half-life) or binary classification for categorical outcomes (e.g., BBB penetration, CYP inhibition). Dataset: cyp3a4_veith. (1) The molecule is COc1ccc(C(=O)n2c(SC)nc3cc4c(cc32)OCCO4)cc1. The result is 0 (non-inhibitor). (2) The drug is O=C(O)CCC(=O)CCC(=O)c1ccccc1. The result is 0 (non-inhibitor). (3) The compound is CCOc1ccccc1NC(=O)Nc1c(C)n(-c2ccccc2)c(=O)n1C. The result is 0 (non-inhibitor). (4) The molecule is COc1ncc2nc(-c3cccs3)c(=O)n(Cc3ccc(F)cc3)c2n1. The result is 1 (inhibitor). (5) The drug is C/C(=C\C=C/[C@@H](C)C(=O)O)[C@H]1CN[C@H](C(=O)O)[C@@H]1CC(=O)O. The result is 0 (non-inhibitor).